From a dataset of Full USPTO retrosynthesis dataset with 1.9M reactions from patents (1976-2016). Predict the reactants needed to synthesize the given product. (1) Given the product [CH3:46][C:45]1[CH:44]=[CH:43][CH:42]=[C:51]([CH3:52])[C:50]=1[C:2]1[CH:12]=[C:11]([CH3:13])[C:5]2[N:6]=[C:7]([NH:10][C:15]3[CH:28]=[CH:27][C:18]([O:19][CH2:20][CH2:21][N:22]4[CH2:26][CH2:25][CH2:24][CH2:23]4)=[CH:17][CH:16]=3)[N:8]=[N:9][C:4]=2[CH:3]=1, predict the reactants needed to synthesize it. The reactants are: Br[C:2]1[CH:12]=[C:11]([CH3:13])[C:5]2[N:6]=[C:7]([NH2:10])[N:8]=[N:9][C:4]=2[CH:3]=1.Br[C:15]1[CH:28]=[CH:27][C:18]([O:19][CH2:20][CH2:21][N:22]2[CH2:26][CH2:25][CH2:24][CH2:23]2)=[CH:17][CH:16]=1.C1C=CC(P([C:42]2[C:51]([C:52]3C(P(C4C=CC=CC=4)C4C=CC=CC=4)=CC=C4C=3C=CC=C4)=[C:50]3[C:45]([CH:46]=CC=C3)=[CH:44][CH:43]=2)C2C=CC=CC=2)=CC=1.CC([O-])(C)C.[K+]. (2) Given the product [NH2:2][C:1]1[N:9]([C:10]2[CH:15]=[CH:14][C:13]([I:16])=[CH:12][C:11]=2[F:17])[C:7](=[O:8])[N:6]([CH:18]2[CH2:19][CH2:20]2)[C:4](=[O:5])[CH:3]=1, predict the reactants needed to synthesize it. The reactants are: [C:1]([CH2:3][C:4]([N:6]([CH:18]1[CH2:20][CH2:19]1)[C:7]([NH:9][C:10]1[CH:15]=[CH:14][C:13]([I:16])=[CH:12][C:11]=1[F:17])=[O:8])=[O:5])#[N:2].[OH-].[Na+]. (3) Given the product [F:22][C:19]1[CH:18]=[CH:17][C:3]([CH2:4][C:5]2[CH:6]=[CH:7][C:8]3[N:9]([C:11]([CH:14]([CH3:16])[CH3:15])=[N:12][N:13]=3)[CH:10]=2)=[CH:2][CH:20]=1, predict the reactants needed to synthesize it. The reactants are: F[C:2]1[CH:20]=[CH:19][CH:18]=[CH:17][C:3]=1[CH2:4][C:5]1[CH:6]=[CH:7][C:8]2[N:9]([C:11]([CH:14]([CH3:16])[CH3:15])=[N:12][N:13]=2)[CH:10]=1.[Cl-].[F:22]C1C=CC(C[Zn+])=CC=1. (4) Given the product [C:12]([NH:11][C@H:10]([C:9]([N:5]1[CH2:6][CH2:7][CH2:8][C@H:4]1[C:3]([OH:26])=[O:2])=[O:25])[CH:22]([CH3:24])[CH3:23])([O:14][CH2:15][C:16]1[CH:17]=[CH:18][CH:19]=[CH:20][CH:21]=1)=[O:13], predict the reactants needed to synthesize it. The reactants are: C[O:2][C:3](=[O:26])[C@@H:4]1[CH2:8][CH2:7][CH2:6][N:5]1[C:9](=[O:25])[C@H:10]([CH:22]([CH3:24])[CH3:23])[NH:11][C:12]([O:14][CH2:15][C:16]1[CH:21]=[CH:20][CH:19]=[CH:18][CH:17]=1)=[O:13].[Li+].[OH-].Cl. (5) Given the product [CH3:1][O:2][C:3]([C:5]1[CH:13]=[C:12]2[C:8]([C:9]([CH:21]3[CH2:26][CH2:25][CH2:24][CH2:23][CH2:22]3)=[C:10]([C:35]3[CH:36]=[CH:37][CH:38]=[C:39]4[C:43]=3[NH:42][CH:41]=[CH:40]4)[N:11]2[CH2:14][CH2:15][O:16][CH2:17][O:18][CH3:19])=[CH:7][CH:6]=1)=[O:4], predict the reactants needed to synthesize it. The reactants are: [CH3:1][O:2][C:3]([C:5]1[CH:13]=[C:12]2[C:8]([C:9]([CH:21]3[CH2:26][CH2:25][CH2:24][CH2:23][CH2:22]3)=[C:10](Br)[N:11]2[CH2:14][CH2:15][O:16][CH2:17][O:18][CH3:19])=[CH:7][CH:6]=1)=[O:4].CC1(C)C(C)(C)OB([C:35]2[CH:36]=[CH:37][CH:38]=[C:39]3[C:43]=2[NH:42][CH:41]=[CH:40]3)O1.C([O-])(O)=O.[Na+]. (6) Given the product [CH2:1]([C:8]1[N:9]=[CH:10][N:11]([C:20]2[CH:21]=[CH:22][C:23]([OH:26])=[CH:24][CH:25]=2)[C:12](=[O:19])[CH:13]=1)[C:2]1[CH:7]=[CH:6][CH:5]=[CH:4][CH:3]=1, predict the reactants needed to synthesize it. The reactants are: [CH2:1]([C:8]1[N:9]=[CH:10][N:11]([C:20]2[CH:25]=[CH:24][C:23]([O:26]CC3C=CC=CC=3)=[CH:22][CH:21]=2)[C:12](=[O:19])[C:13]=1C(OCC)=O)[C:2]1[CH:7]=[CH:6][CH:5]=[CH:4][CH:3]=1.Cl. (7) Given the product [Cl:18][C:19]1[CH:27]=[C:26]([Cl:28])[CH:25]=[CH:24][C:20]=1[C:21]([NH:11][CH:10]([C:3]12[CH2:9][CH2:8][CH:6]([CH2:5][CH2:4]1)[CH2:7][N:2]2[CH3:1])[C:12]1[CH:17]=[CH:16][CH:15]=[CH:14][CH:13]=1)=[O:22], predict the reactants needed to synthesize it. The reactants are: [CH3:1][N:2]1[CH2:7][CH:6]2[CH2:8][CH2:9][C:3]1([CH:10]([C:12]1[CH:17]=[CH:16][CH:15]=[CH:14][CH:13]=1)[NH2:11])[CH2:4][CH2:5]2.[Cl:18][C:19]1[CH:27]=[C:26]([Cl:28])[CH:25]=[CH:24][C:20]=1[C:21](O)=[O:22].CN(C(ON1N=NC2C=CC=CC1=2)=[N+](C)C)C.[B-](F)(F)(F)F.C(NC(C)C)(C)C.